The task is: Predict the product of the given reaction.. This data is from Forward reaction prediction with 1.9M reactions from USPTO patents (1976-2016). (1) Given the reactants [Br:1][C:2]1[CH:7]=[CH:6][C:5]([CH3:8])=[CH:4][N:3]=1.ClC1C=C(C=CC=1)C(OO)=[O:14].C(=O)(O)[O-].[Na+], predict the reaction product. The product is: [Br:1][C:2]1[CH:7]=[CH:6][C:5]([CH3:8])=[CH:4][N+:3]=1[O-:14]. (2) Given the reactants [Al].[CH2:2](Br)[C:3]#[CH:4].[Cl:6][C:7]1[CH:8]=[C:9]([C:16]([CH3:24])([CH3:23])[CH2:17][C:18](=[O:22])[CH:19]([F:21])[F:20])[C:10]2[O:14][CH2:13][CH2:12][C:11]=2[CH:15]=1, predict the reaction product. The product is: [Cl:6][C:7]1[CH:8]=[C:9]([C:16]([CH3:24])([CH3:23])[CH2:17][C:18]([CH:19]([F:20])[F:21])([OH:22])[CH2:4][C:3]#[CH:2])[C:10]2[O:14][CH2:13][CH2:12][C:11]=2[CH:15]=1. (3) Given the reactants Br[C:2]1[C:6]2=[N:7][CH:8]=[CH:9][CH:10]=[C:5]2[S:4][C:3]=1[C:11]1[N:15]2[N:16]=[C:17]([CH3:25])[CH:18]=[C:19]([CH:20]([CH2:23][CH3:24])[CH2:21][CH3:22])[C:14]2=[N:13][C:12]=1[CH3:26].[CH3:27][O-:28].[Na+], predict the reaction product. The product is: [CH2:21]([CH:20]([C:19]1[C:14]2[N:15]([C:11]([C:3]3[S:4][C:5]4[C:6](=[N:7][CH:8]=[CH:9][CH:10]=4)[C:2]=3[O:28][CH3:27])=[C:12]([CH3:26])[N:13]=2)[N:16]=[C:17]([CH3:25])[CH:18]=1)[CH2:23][CH3:24])[CH3:22]. (4) Given the reactants C1(C(=[N:14][C:15]2[CH:31]=[CH:30][C:18]3[S:19][C:20]([C:23]4[CH:28]=[CH:27][N:26]=[C:25]([NH2:29])[N:24]=4)=[C:21]([CH3:22])[C:17]=3[CH:16]=2)C2C=CC=CC=2)C=CC=CC=1.Cl, predict the reaction product. The product is: [NH2:14][C:15]1[CH:31]=[CH:30][C:18]2[S:19][C:20]([C:23]3[CH:28]=[CH:27][N:26]=[C:25]([NH2:29])[N:24]=3)=[C:21]([CH3:22])[C:17]=2[CH:16]=1. (5) The product is: [Cl:1][C:2]1[CH:3]=[CH:4][CH:5]=[C:6]2[C:10]=1[N:9]([CH2:11][CH2:12][CH3:13])[N:8]=[C:7]2[C:14]1[CH:19]=[CH:18][C:17]([OH:20])=[C:16]([F:22])[CH:15]=1. Given the reactants [Cl:1][C:2]1[CH:3]=[CH:4][CH:5]=[C:6]2[C:10]=1[N:9]([CH2:11][CH2:12][CH3:13])[N:8]=[C:7]2[C:14]1[CH:19]=[CH:18][C:17]([O:20]C)=[C:16]([F:22])[CH:15]=1.B(Br)(Br)Br, predict the reaction product. (6) Given the reactants C([O:8][C:9]1[C:27]([C:28]([F:31])([F:30])[F:29])=[CH:26][C:12]([C:13]([N:15]2[C:19]3[CH:20]=[CH:21][CH:22]=[CH:23][C:18]=3[S:17](=[O:25])(=[O:24])[CH2:16]2)=[O:14])=[CH:11][C:10]=1[O:32][CH3:33])C1C=CC=CC=1, predict the reaction product. The product is: [OH:8][C:9]1[C:27]([C:28]([F:31])([F:29])[F:30])=[CH:26][C:12]([C:13]([N:15]2[C:19]3[CH:20]=[CH:21][CH:22]=[CH:23][C:18]=3[S:17](=[O:25])(=[O:24])[CH2:16]2)=[O:14])=[CH:11][C:10]=1[O:32][CH3:33]. (7) Given the reactants [F:1][C:2]1[CH:7]=[CH:6][C:5]([C:8]2[N:9]=[CH:10][N:11]3[C:20]=2[CH:19]=[C:18]2[C@@:13]([CH3:32])([C@@H:14]([C:21]([C:23]4[S:27][C:26]([C:28]([O:30]C)=[O:29])=[CH:25][CH:24]=4)=[O:22])[CH2:15][CH2:16][CH2:17]2)[CH2:12]3)=[CH:4][CH:3]=1.[OH-].[Na+].Cl.C(O)(=O)CC(CC(O)=O)(C(O)=O)O, predict the reaction product. The product is: [F:1][C:2]1[CH:7]=[CH:6][C:5]([C:8]2[N:9]=[CH:10][N:11]3[C:20]=2[CH:19]=[C:18]2[C@@:13]([CH3:32])([C@@H:14]([C:21]([C:23]4[S:27][C:26]([C:28]([OH:30])=[O:29])=[CH:25][CH:24]=4)=[O:22])[CH2:15][CH2:16][CH2:17]2)[CH2:12]3)=[CH:4][CH:3]=1.